Dataset: Full USPTO retrosynthesis dataset with 1.9M reactions from patents (1976-2016). Task: Predict the reactants needed to synthesize the given product. (1) Given the product [OH:30][C:5]1[C:6]([CH2:27][CH2:28][CH3:29])=[C:7]([O:8][CH2:9][C:10]2[CH:24]=[CH:23][CH:22]=[C:12]([O:13][C:14]3[CH:21]=[CH:20][C:17]([C:18]4[NH:37][N:36]=[N:35][N:19]=4)=[CH:16][N:15]=3)[CH:11]=2)[CH:25]=[CH:26][C:4]=1[C:1](=[O:3])[CH3:2], predict the reactants needed to synthesize it. The reactants are: [C:1]([C:4]1[CH:26]=[CH:25][C:7]([O:8][CH2:9][C:10]2[CH:11]=[C:12]([CH:22]=[CH:23][CH:24]=2)[O:13][C:14]2[CH:21]=[CH:20][C:17]([C:18]#[N:19])=[CH:16][N:15]=2)=[C:6]([CH2:27][CH2:28][CH3:29])[C:5]=1[OH:30])(=[O:3])[CH3:2].C(O)(C)C.[N-:35]=[N+:36]=[N-:37].[Na+].Cl. (2) The reactants are: [CH2:1]([N:8]([CH2:14][C:15]1[CH:20]=[CH:19][CH:18]=[CH:17][CH:16]=1)[CH2:9][C:10]([CH3:13])([OH:12])[CH3:11])[C:2]1[CH:7]=[CH:6][CH:5]=[CH:4][CH:3]=1.[N+](=[CH:23][C:24]([O:26][CH2:27][CH3:28])=[O:25])=[N-]. Given the product [CH2:27]([O:26][C:24](=[O:25])[CH2:23][O:12][C:10]([CH3:13])([CH3:11])[CH2:9][N:8]([CH2:1][C:2]1[CH:3]=[CH:4][CH:5]=[CH:6][CH:7]=1)[CH2:14][C:15]1[CH:16]=[CH:17][CH:18]=[CH:19][CH:20]=1)[CH3:28], predict the reactants needed to synthesize it. (3) The reactants are: [NH2:1][C:2]1[CH:3]=[CH:4][C:5]([F:36])=[C:6]([C@:8]2([CH3:35])[C@H:14]3[C@:12]([C:15]([O:17][CH3:18])=[O:16])([CH2:13]3)[S:11][C:10]([N:19]([C:28]([O:30][C:31]([CH3:34])([CH3:33])[CH3:32])=[O:29])[CH2:20][O:21][CH2:22][CH2:23][Si:24]([CH3:27])([CH3:26])[CH3:25])=[N:9]2)[CH:7]=1.[F:37][C:38]([F:51])([F:50])[CH2:39][O:40][C:41]1[N:42]=[CH:43][C:44]([C:47](O)=[O:48])=[N:45][CH:46]=1.CN(C(ON1N=NC2C=CC=NC1=2)=[N+](C)C)C.F[P-](F)(F)(F)(F)F.CCOC(C)=O.CCCCCCC. Given the product [C:31]([O:30][C:28]([N:19]([CH2:20][O:21][CH2:22][CH2:23][Si:24]([CH3:26])([CH3:25])[CH3:27])[C:10]1[S:11][C@:12]2([C:15]([O:17][CH3:18])=[O:16])[C@H:14]([C@:8]([C:6]3[CH:7]=[C:2]([NH:1][C:47]([C:44]4[CH:43]=[N:42][C:41]([O:40][CH2:39][C:38]([F:50])([F:51])[F:37])=[CH:46][N:45]=4)=[O:48])[CH:3]=[CH:4][C:5]=3[F:36])([CH3:35])[N:9]=1)[CH2:13]2)=[O:29])([CH3:32])([CH3:34])[CH3:33], predict the reactants needed to synthesize it. (4) The reactants are: [Cl:1][C:2]1[N:7]=[CH:6][C:5]([S:8]([N:11]([CH:15]2[CH2:19][CH2:18][CH2:17][CH2:16]2)CC=C)(=[O:10])=[O:9])=[CH:4][CH:3]=1.C[N+]1([O-])CC[O:24]CC1.[CH3:28][C:29]([OH:32])(C)[CH3:30]. Given the product [Cl:1][C:2]1[N:7]=[CH:6][C:5]([S:8]([N:11]([CH:15]2[CH2:19][CH2:18][CH2:17][CH2:16]2)[CH2:28][CH:29]([OH:32])[CH2:30][OH:24])(=[O:10])=[O:9])=[CH:4][CH:3]=1, predict the reactants needed to synthesize it. (5) Given the product [CH2:1]([NH:8][C:9]1[C:18]2[CH2:17][CH:16]([CH3:19])[CH2:15][CH2:14][C:13]=2[CH:12]=[CH:11][CH:10]=1)[C:2]1[CH:3]=[CH:4][CH:5]=[CH:6][CH:7]=1, predict the reactants needed to synthesize it. The reactants are: [CH2:1]([NH:8][C:9]1[C:18]2[CH2:17][C:16](=[CH2:19])[CH2:15][CH2:14][C:13]=2[CH:12]=[CH:11][CH:10]=1)[C:2]1[CH:7]=[CH:6][CH:5]=[CH:4][CH:3]=1.B1(B2C3CCCC2CCC3)C2CCCC1CCC2.[OH-].[Na+].OO. (6) Given the product [F:22][C:21]1[CH:20]=[C:19]2[C:15]([CH:16]=[N:17][N:18]2[CH3:23])=[CH:14][C:13]=1[C@@H:11]([C:8]1[N:6]2[N:7]=[C:2]([N:10]3[CH2:9][CH2:8][N:6]([CH3:5])[C:29](=[O:30])[CH2:31]3)[CH:3]=[CH:4][C:5]2=[N:10][CH:9]=1)[CH3:12], predict the reactants needed to synthesize it. The reactants are: Cl[C:2]1[CH:3]=[CH:4][C:5]2[N:6]([C:8]([C@H:11]([C:13]3[CH:14]=[C:15]4[C:19](=[CH:20][C:21]=3[F:22])[N:18]([CH3:23])[N:17]=[CH:16]4)[CH3:12])=[CH:9][N:10]=2)[N:7]=1.[F-].[K+].CCO[C:29]([CH3:31])=[O:30]. (7) Given the product [NH2:8][CH:9]1[CH:14]2[CH2:15][CH:11]([CH2:12][CH:13]2[C:16]([OH:18])=[O:17])[CH2:10]1, predict the reactants needed to synthesize it. The reactants are: C(OC([NH:8][CH:9]1[CH:14]2[CH2:15][CH:11]([CH2:12][CH:13]2[C:16]([OH:18])=[O:17])[CH2:10]1)=O)(C)(C)C.FC(F)(F)C(O)=O. (8) Given the product [NH2:31][C:25]1([C:23]([NH:22][C@H:3]([C:1]#[N:2])[CH2:4][C:5]2[CH:6]=[CH:7][C:8]([C:11]3[CH:12]=[CH:13][C:14]4[O:18][C:17](=[O:19])[N:16]([CH3:20])[C:15]=4[CH:21]=3)=[CH:9][CH:10]=2)=[O:24])[CH2:26][CH2:27][O:28][CH2:29][CH2:30]1, predict the reactants needed to synthesize it. The reactants are: [C:1]([C@@H:3]([NH:22][C:23]([C:25]1([NH:31]C(=O)OC(C)(C)C)[CH2:30][CH2:29][O:28][CH2:27][CH2:26]1)=[O:24])[CH2:4][C:5]1[CH:10]=[CH:9][C:8]([C:11]2[CH:12]=[CH:13][C:14]3[O:18][C:17](=[O:19])[N:16]([CH3:20])[C:15]=3[CH:21]=2)=[CH:7][CH:6]=1)#[N:2].